This data is from Full USPTO retrosynthesis dataset with 1.9M reactions from patents (1976-2016). The task is: Predict the reactants needed to synthesize the given product. (1) Given the product [NH2:10][CH2:9][CH2:8][C:6]1[N:7]=[C:3]([NH2:2])[S:4][CH:5]=1, predict the reactants needed to synthesize it. The reactants are: Br.[NH2:2][C:3]1[S:4][CH:5]=[C:6]([CH2:8][CH2:9][N:10]2C(=O)C3C(=CC=CC=3)C2=O)[N:7]=1.Br. (2) Given the product [CH2:1]([O:5][C:6]1[CH:7]=[CH:8][C:9]([CH2:12][C@H:13]([NH:18][C:19]([C@@H:21](/[CH:30]=[CH:31]/[CH2:32][CH2:33][CH2:34][CH2:35][CH2:36][CH2:37][C:38]([F:46])([F:47])[CH2:39][CH2:40][CH2:41][CH2:42][CH2:43][CH2:44][CH3:45])[C@@:22]([OH:29])([CH2:26][CH2:27][CH3:28])[C:23]([OH:25])=[O:24])=[O:20])[C:14]([OH:16])=[O:15])=[CH:10][CH:11]=1)[C:2]#[C:3][CH3:4], predict the reactants needed to synthesize it. The reactants are: [CH2:1]([O:5][C:6]1[CH:11]=[CH:10][C:9]([CH2:12][C@H:13]([NH:18][C:19]([C@@H:21](/[CH:30]=[CH:31]/[CH2:32][CH2:33][CH2:34][CH2:35][CH2:36][CH2:37][C:38]([F:47])([F:46])[CH2:39][CH2:40][CH2:41][CH2:42][CH2:43][CH2:44][CH3:45])[C@@:22]([OH:29])([CH2:26][CH2:27][CH3:28])[C:23]([OH:25])=[O:24])=[O:20])[C:14]([O:16]C)=[O:15])=[CH:8][CH:7]=1)[C:2]#[C:3][CH3:4].C(N(CC)CC)C.[Br-].[Li+].C(O)(=O)CC(CC(O)=O)(C(O)=O)O. (3) Given the product [Br:12][CH2:11][C:1]1[C:2]([C:7]([O:9][CH3:10])=[O:8])=[CH:3][CH:4]=[CH:5][CH:6]=1, predict the reactants needed to synthesize it. The reactants are: [C:1]1([CH3:11])[C:2]([C:7]([O:9][CH3:10])=[O:8])=[CH:3][CH:4]=[CH:5][CH:6]=1.[Br:12]N1C(=O)CCC1=O.C(OOC(=O)C1C=CC=CC=1)(=O)C1C=CC=CC=1. (4) The reactants are: [C:1]([C:3]1[CH:4]=[N:5][CH:6]=[C:7]([O:9][CH3:10])[CH:8]=1)#[CH:2].[F:11][C:12]1[CH:19]=[CH:18][C:17](I)=[CH:16][C:13]=1[C:14]#[N:15].C(N(CC)CC)C. Given the product [F:11][C:12]1[CH:19]=[CH:18][C:17]([C:2]#[C:1][C:3]2[CH:4]=[N:5][CH:6]=[C:7]([O:9][CH3:10])[CH:8]=2)=[CH:16][C:13]=1[C:14]#[N:15], predict the reactants needed to synthesize it. (5) Given the product [F:60][C:2]1([F:1])[CH2:3][CH2:4][CH:5]([C:8]2[C:17]3[CH:16]([OH:18])[CH2:15][C:14]([CH3:28])([CH3:29])[CH2:13][C:12]=3[N:11]=[C:10]([CH:30]3[CH2:31][CH2:32][N:33]([C:36]4[N:41]=[CH:40][C:39]([CH2:42][O:43][CH2:44][CH:45]([CH3:46])[CH3:47])=[CH:38][N:37]=4)[CH2:34][CH2:35]3)[C:9]=2[CH:48]([F:59])[C:49]2[CH:50]=[CH:51][C:52]([C:55]([F:56])([F:58])[F:57])=[CH:53][CH:54]=2)[CH2:6][CH2:7]1, predict the reactants needed to synthesize it. The reactants are: [F:1][C:2]1([F:60])[CH2:7][CH2:6][CH:5]([C:8]2[C:17]3[CH:16]([O:18]CC4C=CC(OC)=CC=4)[CH2:15][C:14]([CH3:29])([CH3:28])[CH2:13][C:12]=3[N:11]=[C:10]([CH:30]3[CH2:35][CH2:34][N:33]([C:36]4[N:41]=[CH:40][C:39]([CH2:42][O:43][CH2:44][CH:45]([CH3:47])[CH3:46])=[CH:38][N:37]=4)[CH2:32][CH2:31]3)[C:9]=2[CH:48]([F:59])[C:49]2[CH:54]=[CH:53][C:52]([C:55]([F:58])([F:57])[F:56])=[CH:51][CH:50]=2)[CH2:4][CH2:3]1.FC1(F)CCC(C2C3C(OCC4C=CC(OC)=CC=4)CC(C)(C)CC=3N=C(C3CCN(C4N=CC(COCC)=CN=4)CC3)C=2C(F)C2C=CC(C(F)(F)F)=CC=2)CC1. (6) Given the product [C:45]([Si:32]([C:39]1[CH:40]=[CH:41][CH:42]=[CH:43][CH:44]=1)([C:33]1[CH:38]=[CH:37][CH:36]=[CH:35][CH:34]=1)[O:31][CH2:30][C:29]([F:50])([F:49])[CH2:28][N:14]1[CH:15]([CH3:27])[CH2:16][C:17]2[C:18]3[C:23](=[CH:22][CH:21]=[C:20]([F:26])[CH:19]=3)[NH:24][C:25]=2[CH:13]1[C:9]1[C:10]([F:12])=[CH:11][C:6]([NH:5][CH:3]2[CH2:2][N:1]([CH2:53][CH2:54][CH2:55][F:56])[CH2:4]2)=[CH:7][C:8]=1[F:51])([CH3:46])([CH3:47])[CH3:48], predict the reactants needed to synthesize it. The reactants are: [NH:1]1[CH2:4][CH:3]([NH:5][C:6]2[CH:11]=[C:10]([F:12])[C:9]([CH:13]3[C:25]4[NH:24][C:23]5[C:18](=[CH:19][C:20]([F:26])=[CH:21][CH:22]=5)[C:17]=4[CH2:16][CH:15]([CH3:27])[N:14]3[CH2:28][C:29]([F:50])([F:49])[CH2:30][O:31][Si:32]([C:45]([CH3:48])([CH3:47])[CH3:46])([C:39]3[CH:44]=[CH:43][CH:42]=[CH:41][CH:40]=3)[C:33]3[CH:38]=[CH:37][CH:36]=[CH:35][CH:34]=3)=[C:8]([F:51])[CH:7]=2)[CH2:2]1.I[CH2:53][CH2:54][CH2:55][F:56]. (7) Given the product [OH:11][CH2:10][C@@H:8]1[CH2:9][C@:7]1([CH2:19][CH2:20][NH:21][C:22](=[O:28])[O:23][C:24]([CH3:26])([CH3:25])[CH3:27])[C:1]1[CH:2]=[CH:3][CH:4]=[CH:5][CH:6]=1, predict the reactants needed to synthesize it. The reactants are: [C:1]1([C@@:7]2([CH2:19][CH2:20][NH:21][C:22](=[O:28])[O:23][C:24]([CH3:27])([CH3:26])[CH3:25])[CH2:9][C@H:8]2[CH2:10][O:11]CC2C=CC=CC=2)[CH:6]=[CH:5][CH:4]=[CH:3][CH:2]=1. (8) Given the product [CH3:1][O:2][C:3]([C:5]1[CH:9]=[C:8]([C:10]2[CH:15]=[CH:14][CH:13]=[C:12]([CH2:42][CH2:41][C:40](=[O:43])[CH3:39])[CH:11]=2)[O:7][N:6]=1)=[O:4], predict the reactants needed to synthesize it. The reactants are: [CH3:1][O:2][C:3]([C:5]1[CH:9]=[C:8]([C:10]2[CH:15]=[CH:14][CH:13]=[C:12](Br)[CH:11]=2)[O:7][N:6]=1)=[O:4].CC1C=CC=CC=1P(C1C=CC=CC=1C)C1C=CC=CC=1C.[CH3:39][CH:40]([OH:43])[CH:41]=[CH2:42].C(N(CC)CC)C. (9) The reactants are: BrC[CH:3]1[CH2:8][CH2:7][CH2:6][N:5]([CH3:9])[CH2:4]1.[CH3:10][C:11]([O:14][C:15]([NH:17][C:18]([O:20][C:21]([CH3:24])([CH3:23])[CH3:22])=[O:19])=[O:16])([CH3:13])[CH3:12].C(=O)([O-])[O-].[Cs+].[Cs+]. Given the product [C:21]([O:20][C:18]([N:17]([C:15]([O:14][C:11]([CH3:13])([CH3:12])[CH3:10])=[O:16])[CH:3]1[CH2:8][CH2:7][CH2:6][N:5]([CH3:9])[CH2:4]1)=[O:19])([CH3:24])([CH3:23])[CH3:22], predict the reactants needed to synthesize it.